From a dataset of Forward reaction prediction with 1.9M reactions from USPTO patents (1976-2016). Predict the product of the given reaction. (1) The product is: [CH:1]1([CH2:4][N:5]2[C:9]3[CH:10]=[CH:11][C:12]([C:18]4[CH:36]=[CH:37][C:38]([CH:39]([OH:35])[CH2:30][OH:31])=[N:20][C:19]=4[F:26])=[C:13]([C:14]([F:17])([F:16])[F:15])[C:8]=3[N:7]=[N:6]2)[CH2:3][CH2:2]1. Given the reactants [CH:1]1([CH2:4][N:5]2[C:9]3[CH:10]=[CH:11][C:12]([C:18]4[C:19]([F:26])=[N:20]C(C=C)=CC=4)=[C:13]([C:14]([F:17])([F:16])[F:15])[C:8]=3[N:7]=[N:6]2)[CH2:3][CH2:2]1.C[N+]1([O-])CC[O:31][CH2:30]C1.[O:35]1[CH2:39][CH2:38][CH2:37][CH2:36]1, predict the reaction product. (2) Given the reactants O[C:2]([CH2:6][CH2:7]/[CH:8]=[C:9](/[CH2:11][CH2:12][CH:13]=[C:14]([CH3:16])[CH3:15])\[CH3:10])([CH:4]=[CH2:5])[CH3:3].N1C2C(=CC=CC=2[OH:27])C=CC=1, predict the reaction product. The product is: [CH3:15][C:14]([CH3:16])=[CH:13][CH2:12][CH2:11]/[C:9](/[CH3:10])=[CH:8]/[CH2:7][CH2:6]/[C:2](/[CH3:3])=[CH:4]/[CH:5]=[O:27].[CH3:15][C:14]([CH3:16])=[CH:13][CH2:12][CH2:11]/[C:9](/[CH3:10])=[CH:8]/[CH2:7][CH2:6]/[C:2](/[CH3:3])=[CH:4]\[CH:5]=[O:27]. (3) Given the reactants [O:1]=[C:2]1[C:10]2[CH2:9][CH2:8][CH2:7][CH2:6][C:5]=2[N:4]([CH2:11][C:12]([O:14][C:15]([CH3:18])([CH3:17])[CH3:16])=[O:13])[NH:3]1.[CH2:19](I)[CH3:20].C([O-])([O-])=O.[K+].[K+].CN(C=O)C, predict the reaction product. The product is: [CH2:19]([N:3]1[C:2](=[O:1])[C:10]2[CH2:9][CH2:8][CH2:7][CH2:6][C:5]=2[N:4]1[CH2:11][C:12]([O:14][C:15]([CH3:18])([CH3:17])[CH3:16])=[O:13])[CH3:20]. (4) Given the reactants [F:1][C:2]1[CH:14]=[CH:13][C:5]([CH:6]=[C:7]2[CH2:11][CH2:10][NH:9][C:8]2=[O:12])=[CH:4][CH:3]=1.CO, predict the reaction product. The product is: [F:1][C:2]1[CH:14]=[CH:13][C:5]([CH2:6][CH:7]2[CH2:11][CH2:10][NH:9][C:8]2=[O:12])=[CH:4][CH:3]=1. (5) Given the reactants [C:1]([O:5][C:6](=[O:28])[CH2:7][CH2:8][CH2:9][N:10]1[C:14](=[O:15])[N:13]([CH2:16][C:17]([O:19]C)=[O:18])[N:12]=[C:11]1[C:21]1[CH:26]=[CH:25][C:24]([Cl:27])=[CH:23][CH:22]=1)([CH3:4])([CH3:3])[CH3:2].[OH-].[Li+].O, predict the reaction product. The product is: [C:1]([O:5][C:6](=[O:28])[CH2:7][CH2:8][CH2:9][N:10]1[C:14](=[O:15])[N:13]([CH2:16][C:17]([OH:19])=[O:18])[N:12]=[C:11]1[C:21]1[CH:22]=[CH:23][C:24]([Cl:27])=[CH:25][CH:26]=1)([CH3:4])([CH3:2])[CH3:3]. (6) The product is: [N:1]([C:4]1[CH:5]=[C:6]([CH:10]=[CH:11][C:12]=1[CH3:13])[C:7]([NH:20][C:21]1[CH:26]=[C:25]([C:27]([CH3:29])([CH3:30])[CH3:28])[CH:24]=[C:23]([NH:31][S:32]([CH3:35])(=[O:34])=[O:33])[C:22]=1[O:36][CH3:37])=[O:9])=[N+:2]=[N-:3]. Given the reactants [N:1]([C:4]1[CH:5]=[C:6]([CH:10]=[CH:11][C:12]=1[CH3:13])[C:7]([OH:9])=O)=[N+:2]=[N-:3].C(Cl)(=O)C(Cl)=O.[NH2:20][C:21]1[C:22]([O:36][CH3:37])=[C:23]([NH:31][S:32]([CH3:35])(=[O:34])=[O:33])[CH:24]=[C:25]([C:27]([CH3:30])([CH3:29])[CH3:28])[CH:26]=1.CCN(C(C)C)C(C)C, predict the reaction product.